The task is: Predict the product of the given reaction.. This data is from Forward reaction prediction with 1.9M reactions from USPTO patents (1976-2016). Given the reactants [H-].[Na+].[F:3][C:4]([F:8])([F:7])[CH2:5][OH:6].[CH2:9]([O:11][C:12](=[O:24])[C:13]1[C:18](F)=[CH:17][CH:16]=[C:15]([N+:20]([O-:22])=[O:21])[C:14]=1[NH2:23])[CH3:10].Cl, predict the reaction product. The product is: [CH2:9]([O:11][C:12](=[O:24])[C:13]1[C:18]([O:6][CH2:5][C:4]([F:8])([F:7])[F:3])=[CH:17][CH:16]=[C:15]([N+:20]([O-:22])=[O:21])[C:14]=1[NH2:23])[CH3:10].